Dataset: Catalyst prediction with 721,799 reactions and 888 catalyst types from USPTO. Task: Predict which catalyst facilitates the given reaction. (1) Reactant: C(OC([NH:8][NH:9][C:10]1[CH:41]=[CH:40][C:13]([C:14]([O:16][CH2:17][C@@H:18]2[C@@H:22]([OH:23])[C@@H:21]([OH:24])[C@H:20]([N:25]3[C:33](=[O:34])[N:32]([CH2:35][CH:36]=[CH2:37])[C:31]4[C:30](=[O:38])[NH:29][C:28]([NH2:39])=[N:27][C:26]3=4)[O:19]2)=[O:15])=[CH:12][N:11]=1)=O)(C)(C)C.C(O)(C(F)(F)F)=O. Product: [NH:9]([C:10]1[CH:41]=[CH:40][C:13]([C:14]([O:16][CH2:17][C@@H:18]2[C@@H:22]([OH:23])[C@@H:21]([OH:24])[C@H:20]([N:25]3[C:33](=[O:34])[N:32]([CH2:35][CH:36]=[CH2:37])[C:31]4[C:30](=[O:38])[NH:29][C:28]([NH2:39])=[N:27][C:26]3=4)[O:19]2)=[O:15])=[CH:12][N:11]=1)[NH2:8]. The catalyst class is: 2. (2) Reactant: [OH-].[Na+].CO.[Cl:5][C:6]1[N:7]=[C:8]([CH3:33])[N:9]([CH2:12][C:13]2[S:28][C:16]3[N:17]([CH2:24][CH:25]([CH3:27])[CH3:26])[C:18](=[O:23])[N:19]([CH3:22])[C:20](=[O:21])[C:15]=3[C:14]=2[C:29]([O:31]C)=[O:30])[C:10]=1[Cl:11]. Product: [Cl:5][C:6]1[N:7]=[C:8]([CH3:33])[N:9]([CH2:12][C:13]2[S:28][C:16]3[N:17]([CH2:24][CH:25]([CH3:27])[CH3:26])[C:18](=[O:23])[N:19]([CH3:22])[C:20](=[O:21])[C:15]=3[C:14]=2[C:29]([OH:31])=[O:30])[C:10]=1[Cl:11]. The catalyst class is: 7. (3) Reactant: [OH:1][C@H:2]1[CH2:7][CH2:6][CH2:5][CH2:4][C@@H:3]1[NH:8][C:9]([C:11]1[C:15]2=[N:16][CH:17]=[CH:18][C:19]([CH3:20])=[C:14]2[NH:13][CH:12]=1)=[O:10].Cl[CH2:22][C:23]1[CH:24]=[N:25][N:26]([CH3:28])[CH:27]=1.C(=O)([O-])[O-].[Cs+].[Cs+]. Product: [OH:1][C@H:2]1[CH2:7][CH2:6][CH2:5][CH2:4][C@@H:3]1[NH:8][C:9]([C:11]1[C:15]2=[N:16][CH:17]=[CH:18][C:19]([CH3:20])=[C:14]2[N:13]([CH2:22][C:23]2[CH:24]=[N:25][N:26]([CH3:28])[CH:27]=2)[CH:12]=1)=[O:10]. The catalyst class is: 3. (4) Reactant: [CH3:1][C:2]1[CH:11]=[CH:10][C:9]([N+:12]([O-])=O)=[CH:8][C:3]=1[C:4]([O:6][CH3:7])=[O:5]. Product: [NH2:12][C:9]1[CH:10]=[CH:11][C:2]([CH3:1])=[C:3]([CH:8]=1)[C:4]([O:6][CH3:7])=[O:5]. The catalyst class is: 5. (5) Reactant: [OH:1][CH:2]1[CH2:6][CH2:5][N:4]([C:7]2[CH:8]=[CH:9][C:10]([CH3:27])=[C:11]([N:13]3[CH2:18][CH2:17][N:16](C(OC(C)(C)C)=O)[CH2:15][C:14]3=[O:26])[CH:12]=2)[CH2:3]1.FC(F)(F)C(O)=O. Product: [OH:1][CH:2]1[CH2:6][CH2:5][N:4]([C:7]2[CH:8]=[CH:9][C:10]([CH3:27])=[C:11]([N:13]3[CH2:18][CH2:17][NH:16][CH2:15][C:14]3=[O:26])[CH:12]=2)[CH2:3]1. The catalyst class is: 4.